Dataset: Catalyst prediction with 721,799 reactions and 888 catalyst types from USPTO. Task: Predict which catalyst facilitates the given reaction. (1) Reactant: C(OC([N:8]1[C:12]2[CH:13]=[CH:14][CH:15]=[CH:16][C:11]=2[N:10]=[C:9]1[CH2:17][NH:18][CH:19]1[C:28]2[N:27]=[CH:26][CH:25]=[CH:24][C:23]=2[CH2:22][CH2:21][CH2:20]1)=O)(C)(C)C.C(N(CC)C(C)C)(C)C.Br[CH2:39][CH2:40][CH2:41][C:42]#[N:43]. Product: [NH:10]1[C:11]2[CH:16]=[CH:15][CH:14]=[CH:13][C:12]=2[N:8]=[C:9]1[CH2:17][N:18]([CH:19]1[C:28]2[N:27]=[CH:26][CH:25]=[CH:24][C:23]=2[CH2:22][CH2:21][CH2:20]1)[CH2:39][CH2:40][CH2:41][CH2:42][NH2:43]. The catalyst class is: 23. (2) Reactant: [C:1](OC(=O)C)(=[O:3])[CH3:2].[NH2:8][C:9]1[CH:10]=[C:11]([C:15]2[C:23]3[C:18](=[CH:19][C:20]([C:24]4[CH:29]=[CH:28][C:27]([O:30][CH3:31])=[CH:26][CH:25]=4)=[CH:21][CH:22]=3)[N:17]([C:32]3[N:37]=[CH:36][N:35]=[C:34]([NH:38][CH3:39])[CH:33]=3)[CH:16]=2)[CH:12]=[CH:13][CH:14]=1.N1C=CC=CC=1.C(=O)(O)[O-].[Na+]. Product: [CH3:31][O:30][C:27]1[CH:26]=[CH:25][C:24]([C:20]2[CH:19]=[C:18]3[C:23]([C:15]([C:11]4[CH:10]=[C:9]([NH:8][C:1](=[O:3])[CH3:2])[CH:14]=[CH:13][CH:12]=4)=[CH:16][N:17]3[C:32]3[CH:33]=[C:34]([NH:38][CH3:39])[N:35]=[CH:36][N:37]=3)=[CH:22][CH:21]=2)=[CH:29][CH:28]=1. The catalyst class is: 2. (3) Reactant: [H-].C([Al+]CC(C)C)C(C)C.[Cl:11][C:12]1[CH:13]=[C:14]([CH:19]=[CH:20][C:21]=1[NH:22][NH2:23])[C:15](OC)=[O:16].O. Product: [Cl:11][C:12]1[CH:13]=[C:14]([CH2:15][OH:16])[CH:19]=[CH:20][C:21]=1[NH:22][NH2:23]. The catalyst class is: 11. (4) Reactant: [NH2:1][C:2]1[CH:3]=[N:4][CH:5]=[CH:6][C:7]=1[N:8]1[CH2:13][CH2:12][CH2:11][CH:10]([NH:14][C:15](=[O:21])[O:16][C:17]([CH3:20])([CH3:19])[CH3:18])[CH2:9]1.[NH2:22][C:23]1[C:24]([C:30](O)=[O:31])=[N:25][C:26]([Br:29])=[CH:27][N:28]=1.C1C=NC2N(O)N=NC=2C=1.C(Cl)CCl. Product: [NH2:22][C:23]1[C:24]([C:30]([NH:1][C:2]2[CH:3]=[N:4][CH:5]=[CH:6][C:7]=2[N:8]2[CH2:13][CH2:12][CH2:11][CH:10]([NH:14][C:15](=[O:21])[O:16][C:17]([CH3:18])([CH3:20])[CH3:19])[CH2:9]2)=[O:31])=[N:25][C:26]([Br:29])=[CH:27][N:28]=1. The catalyst class is: 31. (5) The catalyst class is: 17. Product: [O:21]=[C:15]1[CH:14]([N:7]2[C:6](=[O:22])[C:5]3[C:9](=[CH:10][CH:11]=[CH:12][C:4]=3[CH2:3][NH:2][C:34]([NH:33][C:23]3[C:32]4[C:27](=[CH:28][CH:29]=[CH:30][CH:31]=4)[CH:26]=[CH:25][CH:24]=3)=[O:35])[C:8]2=[O:13])[CH2:19][CH2:18][C:17](=[O:20])[NH:16]1. Reactant: Cl.[NH2:2][CH2:3][C:4]1[CH:12]=[CH:11][CH:10]=[C:9]2[C:5]=1[C:6](=[O:22])[N:7]([CH:14]1[CH2:19][CH2:18][C:17](=[O:20])[NH:16][C:15]1=[O:21])[C:8]2=[O:13].[C:23]1([N:33]=[C:34]=[O:35])[C:32]2[C:27](=[CH:28][CH:29]=[CH:30][CH:31]=2)[CH:26]=[CH:25][CH:24]=1.C(N(C(C)C)CC)(C)C. (6) Reactant: [NH2:1][C:2]1[N:7]([C:8]2[C:13]([F:14])=[CH:12][C:11]([OH:15])=[CH:10][C:9]=2[F:16])[C:6](=[O:17])[CH:5]=[CH:4][C:3]=1[C:18](=[O:27])[C:19]1[CH:24]=[CH:23][C:22]([F:25])=[CH:21][C:20]=1[F:26].Br[CH2:29][CH2:30][CH2:31][C@@:32]([CH3:56])([C:48]([O:50][CH:51]1[CH2:55][CH2:54][CH2:53][CH2:52]1)=[O:49])[N:33]([C:41]([O:43][C:44]([CH3:47])([CH3:46])[CH3:45])=[O:42])[C:34]([O:36][C:37]([CH3:40])([CH3:39])[CH3:38])=[O:35].C(=O)([O-])[O-].[K+].[K+].[I-].[Na+]. The catalyst class is: 31. Product: [NH2:1][C:2]1[N:7]([C:8]2[C:9]([F:16])=[CH:10][C:11]([O:15][CH2:29][CH2:30][CH2:31][C@@:32]([CH3:56])([C:48]([O:50][CH:51]3[CH2:52][CH2:53][CH2:54][CH2:55]3)=[O:49])[N:33]([C:34]([O:36][C:37]([CH3:38])([CH3:39])[CH3:40])=[O:35])[C:41]([O:43][C:44]([CH3:45])([CH3:46])[CH3:47])=[O:42])=[CH:12][C:13]=2[F:14])[C:6](=[O:17])[CH:5]=[CH:4][C:3]=1[C:18](=[O:27])[C:19]1[CH:24]=[CH:23][C:22]([F:25])=[CH:21][C:20]=1[F:26]. (7) Reactant: [Br:1][C:2]1[CH:3]=[N:4][C:5]([C:8]([OH:10])=O)=[N:6][CH:7]=1.C(Cl)(=O)C(Cl)=O.N1C=CC=CC=1.[C:23]([NH2:27])([CH3:26])([CH3:25])[CH3:24]. Product: [C:23]([NH:27][C:8]([C:5]1[N:6]=[CH:7][C:2]([Br:1])=[CH:3][N:4]=1)=[O:10])([CH3:26])([CH3:25])[CH3:24]. The catalyst class is: 139. (8) Reactant: [Br:1][C:2]1[CH:3]=[C:4]([CH2:21][CH:22]([OH:27])[C:23]([O:25][CH3:26])=[O:24])[CH:5]=[C:6]([Br:20])[C:7]=1[O:8][C:9]1[CH:14]=[C:13]([CH:15]([CH3:17])[CH3:16])[C:12]([OH:18])=[C:11](I)[CH:10]=1.C(N(C(C)C)CC)(C)C.[Cl-].[Li+].[CH:39]([C:41]1[CH:46]=[CH:45][N:44]=[CH:43][CH:42]=1)=[CH2:40]. Product: [Br:1][C:2]1[CH:3]=[C:4]([CH2:21][CH:22]([OH:27])[C:23]([O:25][CH3:26])=[O:24])[CH:5]=[C:6]([Br:20])[C:7]=1[O:8][C:9]1[CH:10]=[C:11](/[CH:40]=[CH:39]/[C:41]2[CH:46]=[CH:45][N:44]=[CH:43][CH:42]=2)[C:12]([OH:18])=[C:13]([CH:15]([CH3:17])[CH3:16])[CH:14]=1. The catalyst class is: 274. (9) Reactant: Br[CH:2]1[CH2:16][C@@H:5]2[CH2:6][N:7]([C:9]([O:11][C:12]([CH3:15])([CH3:14])[CH3:13])=[O:10])[CH2:8][C@@H:4]2[C:3]1=[O:17].[NH:18]1[CH:22]=[CH:21][N:20]=[CH:19]1. Product: [N:18]1([CH:2]2[CH2:16][C@@H:5]3[CH2:6][N:7]([C:9]([O:11][C:12]([CH3:15])([CH3:14])[CH3:13])=[O:10])[CH2:8][C@@H:4]3[C:3]2=[O:17])[CH:22]=[CH:21][N:20]=[CH:19]1. The catalyst class is: 21. (10) Reactant: C1N=C[N:3]([C:6]([N:8]2C=N[CH:10]=[CH:9]2)=[O:7])C=1.[F:13][C:14]1[C:28]2[CH2:27][CH2:26][C:21]3=[N:22][CH:23]=[CH:24][CH:25]=C3C(N)[C:18]=2[CH:17]=[CH:16][CH:15]=1.[Cl:30][C:31]1[CH:32]=[C:33]([C:39]([OH:41])=[O:40])[CH:34]=[N:35][C:36]=1[NH:37]N. Product: [Cl:30][C:31]1[CH:32]=[C:33]([C:39]([OH:41])=[O:40])[CH:34]=[N:35][C:36]=1[NH:37][NH:3][C:6]([NH:8][CH:9]1[C:10]2[C:21](=[N:22][CH:23]=[CH:24][CH:25]=2)[CH2:26][CH2:27][C:28]2[C:14]([F:13])=[CH:15][CH:16]=[CH:17][C:18]1=2)=[O:7]. The catalyst class is: 3.